Dataset: Reaction yield outcomes from USPTO patents with 853,638 reactions. Task: Predict the reaction yield, written as a fraction of the theoretical maximum amount of product (1.0 means a 100% yield; for example, 0.34 means a 34% yield). (1) The reactants are Cl.[Cl:2][C:3]1[CH:8]=[CH:7][C:6]([CH2:9][CH2:10][C:11](=O)[CH2:12][N:13]2[CH:17]=[CH:16][N:15]=[CH:14]2)=[CH:5][CH:4]=1.[CH2:19]([SH:22])[CH2:20][SH:21]. No catalyst specified. The product is [ClH:2].[Cl:2][C:3]1[CH:8]=[CH:7][C:6]([CH2:9][CH2:10][C:11]2([CH2:12][N:13]3[CH:17]=[CH:16][N:15]=[CH:14]3)[S:22][CH2:19][CH2:20][S:21]2)=[CH:5][CH:4]=1. The yield is 0.320. (2) The reactants are Cl[C:2]1[N:7]=[C:6]([O:8][C:9]2[CH:14]=[CH:13][C:12]([F:15])=[C:11]([Cl:16])[CH:10]=2)[C:5]([CH3:17])=[CH:4][N:3]=1.[CH3:18][N:19]1[CH2:24][CH2:23][N:22]([CH2:25][C:26]2[CH:32]=[CH:31][C:29]([NH2:30])=[CH:28][CH:27]=2)[CH2:21][CH2:20]1. The catalyst is C(Cl)Cl.CO. The product is [Cl:16][C:11]1[CH:10]=[C:9]([CH:14]=[CH:13][C:12]=1[F:15])[O:8][C:6]1[C:5]([CH3:17])=[CH:4][N:3]=[C:2]([NH:30][C:29]2[CH:28]=[CH:27][C:26]([CH2:25][N:22]3[CH2:21][CH2:20][N:19]([CH3:18])[CH2:24][CH2:23]3)=[CH:32][CH:31]=2)[N:7]=1. The yield is 0.590. (3) The product is [OH:8][C@@H:9]1[C@@:42]2([CH3:43])[C:13](=[CH:14][CH:15]=[C:16]3[C@@H:41]2[CH2:40][CH2:39][C@@:38]2([CH3:44])[C@H:17]3[CH2:18][CH:19]=[C:20]2[C@@H:21]([S:23][CH2:24][CH2:25][CH2:26][C:27]([OH:29])([CH3:28])[CH3:37])[CH3:22])[CH2:12][C@@H:11]([OH:45])[CH2:10]1. The reactants are [Si]([O:8][C@@H:9]1[C@@:42]2([CH3:43])[C:13](=[CH:14][CH:15]=[C:16]3[C@@H:41]2[CH2:40][CH2:39][C@@:38]2([CH3:44])[C@H:17]3[CH2:18][CH:19]=[C:20]2[C@@H:21]([S:23][CH2:24][CH2:25][CH2:26][C:27]([CH3:37])([O:29][Si](CC)(CC)CC)[CH3:28])[CH3:22])[CH2:12][C@@H:11]([OH:45])[CH2:10]1)(C(C)(C)C)(C)C.[F-].C([N+](CCCC)(CCCC)CCCC)CCC. The yield is 0.920. The catalyst is O1CCCC1. (4) The reactants are [Cl:1][C:2]1[CH:7]=[CH:6][C:5]([C:8]2[C:9]([C:14]([OH:16])=O)=[CH:10][CH:11]=[CH:12][CH:13]=2)=[C:4]([CH3:17])[CH:3]=1.CS(O)(=O)=O.O=P12OP3(OP(OP(O3)(O1)=O)(=O)O2)=O. The product is [Cl:1][C:2]1[CH:3]=[C:4]([CH3:17])[C:5]2[C:8]3[C:9](=[CH:10][CH:11]=[CH:12][CH:13]=3)[C:14](=[O:16])[C:6]=2[CH:7]=1. The yield is 0.990. The catalyst is O. (5) The reactants are CC(C)=O.OS(O)(=O)=O.O=[Cr](=O)=O.[OH:14][CH:15]([CH2:21][CH3:22])[C:16]([O:18][CH2:19][CH3:20])=[O:17]. The catalyst is CC(C)=O. The product is [O:14]=[C:15]([CH2:21][CH3:22])[C:16]([O:18][CH2:19][CH3:20])=[O:17]. The yield is 0.130. (6) The reactants are [CH3:1][C:2]1[O:6][N:5]=[C:4]([C:7]2[CH:12]=[CH:11][CH:10]=[CH:9][CH:8]=2)[C:3]=1[CH2:13][O:14][C:15]1[CH:23]=[CH:22][C:18]([C:19]([OH:21])=O)=[CH:17][N:16]=1.[NH:24]1[CH2:29][CH2:28][CH2:27][CH2:26][CH2:25]1. No catalyst specified. The product is [CH3:1][C:2]1[O:6][N:5]=[C:4]([C:7]2[CH:8]=[CH:9][CH:10]=[CH:11][CH:12]=2)[C:3]=1[CH2:13][O:14][C:15]1[N:16]=[CH:17][C:18]([C:19]([N:24]2[CH2:29][CH2:28][CH2:27][CH2:26][CH2:25]2)=[O:21])=[CH:22][CH:23]=1. The yield is 0.750. (7) The reactants are Br[C:2]1[CH:3]=[N:4][N:5]([CH2:13][CH2:14][OH:15])[C:6]=1[C:7]1[CH:12]=[CH:11][N:10]=[CH:9][CH:8]=1.O.[CH2:17]([O:24]/[N:25]=[C:26]1\[CH2:27][CH2:28][C:29]2[C:34]\1=[CH:33][CH:32]=[C:31](B(O)O)[CH:30]=2)[C:18]1[CH:23]=[CH:22][CH:21]=[CH:20][CH:19]=1.C(=O)([O-])[O-].[K+].[K+]. The catalyst is C(#N)C. The product is [CH2:17]([O:24]/[N:25]=[C:26]1\[CH2:27][CH2:28][C:29]2[C:34]\1=[CH:33][CH:32]=[C:31]([C:2]1[CH:3]=[N:4][N:5]([CH2:13][CH2:14][OH:15])[C:6]=1[C:7]1[CH:12]=[CH:11][N:10]=[CH:9][CH:8]=1)[CH:30]=2)[C:18]1[CH:19]=[CH:20][CH:21]=[CH:22][CH:23]=1. The yield is 0.230. (8) The reactants are [NH2:1][CH2:2][CH2:3][N:4]1[CH:8]=[C:7]([N:9]2[C:17]3[C:12](=[CH:13][CH:14]=[C:15]([Cl:19])[C:16]=3[F:18])[C:11]([S:20][C:21]3[C:22]([F:32])=[C:23]([CH:29]=[CH:30][CH:31]=3)[C:24]([O:26][CH2:27][CH3:28])=[O:25])=[C:10]2[CH:33]2[CH2:35][CH2:34]2)[CH:6]=[N:5]1.CCN(CC)CC.ClC(Cl)(OC(=O)OC(Cl)(Cl)Cl)Cl.[N-:55]=[C:56]=[O:57].N. The catalyst is C1COCC1.O. The product is [Cl:19][C:15]1[C:16]([F:18])=[C:17]2[C:12]([C:11]([S:20][C:21]3[C:22]([F:32])=[C:23]([CH:29]=[CH:30][CH:31]=3)[C:24]([O:26][CH2:27][CH3:28])=[O:25])=[C:10]([CH:33]3[CH2:35][CH2:34]3)[N:9]2[C:7]2[CH:6]=[N:5][N:4]([CH2:3][CH2:2][NH:1][C:56]([NH2:55])=[O:57])[CH:8]=2)=[CH:13][CH:14]=1. The yield is 0.340. (9) The yield is 0.910. The reactants are [Cl:1][C:2]1[CH:3]=[C:4]2[C:9](=[CH:10][CH:11]=1)[N:8]=[C:7]([O:12][CH3:13])[C:6]([NH:14][C:15](=[O:19])OCC)=[N:5]2.[C:20]([C:22]1[CH:27]=[CH:26][CH:25]=[CH:24][C:23]=1[N:28]1[CH2:33][CH2:32][NH:31][CH2:30][CH2:29]1)#[N:21]. The product is [Cl:1][C:2]1[CH:3]=[C:4]2[C:9](=[CH:10][CH:11]=1)[N:8]=[C:7]([O:12][CH3:13])[C:6]([NH:14][C:15]([N:31]1[CH2:30][CH2:29][N:28]([C:23]3[CH:24]=[CH:25][CH:26]=[CH:27][C:22]=3[C:20]#[N:21])[CH2:33][CH2:32]1)=[O:19])=[N:5]2. No catalyst specified.